This data is from Full USPTO retrosynthesis dataset with 1.9M reactions from patents (1976-2016). The task is: Predict the reactants needed to synthesize the given product. (1) Given the product [Br-:10].[CH2:16]([N+:3]1[C:2]([Cl:1])=[C:6]([Cl:7])[N:5]([C:18]2([CH2:17][CH3:16])[CH:27]=[CH:26][C:25]3[C:20](=[CH:21][CH:22]=[CH:23][CH:24]=3)[CH2:19]2)[CH:4]=1)[CH2:17][CH2:18][CH2:19][CH2:20][CH2:21][CH2:22][CH2:23][CH2:24][CH2:11][CH3:12], predict the reactants needed to synthesize it. The reactants are: [Cl:1][C:2]1[N:3]=[CH:4][NH:5][C:6]=1[Cl:7].[OH-].[K+].[Br:10][CH2:11][CH3:12].[K+].[Br-].Br[CH2:16][CH2:17][C:18]1[CH:27]=[CH:26][C:25]2[C:20](=[CH:21][CH:22]=[CH:23][CH:24]=2)[CH:19]=1. (2) The reactants are: [CH3:1][C:2]([CH3:9])([CH3:8])[C:3](=O)[CH2:4][C:5]#[N:6].[ClH:10].[CH:11]([C:14]1[CH:19]=[CH:18][C:17]([NH:20][NH2:21])=[CH:16][CH:15]=1)([CH3:13])[CH3:12]. Given the product [ClH:10].[C:2]([C:3]1[CH:4]=[C:5]([NH2:6])[N:20]([C:17]2[CH:18]=[CH:19][C:14]([CH:11]([CH3:13])[CH3:12])=[CH:15][CH:16]=2)[N:21]=1)([CH3:9])([CH3:8])[CH3:1], predict the reactants needed to synthesize it. (3) Given the product [CH2:1]([O:8][C:9]1[CH:10]=[C:11]([C:20]([C:21]2[S:22][C:23]([CH3:26])=[CH:24][CH:25]=2)=[O:27])[CH:12]=[C:13]2[C:18]=1[N:17]=[CH:16][NH:15][C:14]2=[O:19])[C:2]1[CH:3]=[CH:4][CH:5]=[CH:6][CH:7]=1, predict the reactants needed to synthesize it. The reactants are: [CH2:1]([O:8][C:9]1[CH:10]=[C:11]([CH:20]([OH:27])[C:21]2[S:22][C:23]([CH3:26])=[CH:24][CH:25]=2)[CH:12]=[C:13]2[C:18]=1[N:17]=[CH:16][NH:15][C:14]2=[O:19])[C:2]1[CH:7]=[CH:6][CH:5]=[CH:4][CH:3]=1. (4) Given the product [NH2:13][C:12]1[N:11]=[CH:10][N:9]=[C:8]2[N:4]([CH2:3][C@H:2]([NH:1][C:32](=[O:33])[CH2:31][C:29]#[N:30])[CH3:28])[N:5]=[C:6]([C:14]3[CH:19]=[CH:18][C:17]([O:20][C:21]4[CH:22]=[CH:23][CH:24]=[CH:25][CH:26]=4)=[CH:16][C:15]=3[F:27])[C:7]=12, predict the reactants needed to synthesize it. The reactants are: [NH2:1][C@H:2]([CH3:28])[CH2:3][N:4]1[C:8]2=[N:9][CH:10]=[N:11][C:12]([NH2:13])=[C:7]2[C:6]([C:14]2[CH:19]=[CH:18][C:17]([O:20][C:21]3[CH:26]=[CH:25][CH:24]=[CH:23][CH:22]=3)=[CH:16][C:15]=2[F:27])=[N:5]1.[C:29]([CH2:31][C:32](O)=[O:33])#[N:30]. (5) Given the product [Cl:21][C:22]1[C:27]([Cl:28])=[CH:26][CH:25]=[CH:24][C:23]=1[C:8]1[CH:9]=[C:10]2[C:5](=[CH:6][CH:7]=1)[C:4](=[O:19])[CH2:3][C:2]2([CH3:20])[CH3:1], predict the reactants needed to synthesize it. The reactants are: [CH3:1][C:2]1([CH3:20])[C:10]2[C:5](=[CH:6][CH:7]=[C:8](OS(C(F)(F)F)(=O)=O)[CH:9]=2)[C:4](=[O:19])[CH2:3]1.[Cl:21][C:22]1[C:27]([Cl:28])=[CH:26][CH:25]=[CH:24][C:23]=1B(O)O.